From a dataset of Reaction yield outcomes from USPTO patents with 853,638 reactions. Predict the reaction yield, written as a fraction of the theoretical maximum amount of product (1.0 means a 100% yield; for example, 0.34 means a 34% yield). The catalyst is CS(C)=O.C(OCC)(=O)C.CCCCCC. The reactants are [NH2:1][C:2]1[CH:7]=[CH:6][C:5]([OH:8])=[CH:4][C:3]=1[Cl:9].[H-].[Na+].[CH3:12][O:13][NH:14][C:15]([C:17]1[CH:18]=[C:19]2[C:24](=[CH:25][C:26]=1[O:27][CH2:28][C:29]1[CH:34]=[CH:33][CH:32]=[CH:31][CH:30]=1)[N:23]=[CH:22][CH:21]=[C:20]2Cl)=[O:16].O. The product is [CH3:12][O:13][NH:14][C:15]([C:17]1[CH:18]=[C:19]2[C:24](=[CH:25][C:26]=1[O:27][CH2:28][C:29]1[CH:34]=[CH:33][CH:32]=[CH:31][CH:30]=1)[N:23]=[CH:22][CH:21]=[C:20]2[O:8][C:5]1[CH:6]=[CH:7][C:2]([NH2:1])=[C:3]([Cl:9])[CH:4]=1)=[O:16]. The yield is 0.160.